From a dataset of Forward reaction prediction with 1.9M reactions from USPTO patents (1976-2016). Predict the product of the given reaction. (1) Given the reactants [N:1]1([CH2:7][CH2:8][C:9]([OH:11])=O)[CH2:6][CH2:5][CH2:4][CH2:3][CH2:2]1.C(Cl)(=O)C([Cl:15])=O, predict the reaction product. The product is: [N:1]1([CH2:7][CH2:8][C:9]([Cl:15])=[O:11])[CH2:6][CH2:5][CH2:4][CH2:3][CH2:2]1. (2) The product is: [Br:1][C:2]1[CH:3]=[CH:4][C:5]([CH:8]([C:20]2[CH:25]=[CH:24][C:23]([Cl:26])=[CH:22][C:21]=2[F:27])[CH2:9][C:10]([C:12]2[CH:17]=[CH:16][C:15](=[O:18])[NH:14][CH:13]=2)=[O:11])=[CH:6][CH:7]=1. Given the reactants [Br:1][C:2]1[CH:7]=[CH:6][C:5]([CH:8]([C:20]2[CH:25]=[CH:24][C:23]([Cl:26])=[CH:22][C:21]=2[F:27])[CH2:9][C:10]([C:12]2[CH:13]=[N:14][C:15]([O:18]C)=[CH:16][CH:17]=2)=[O:11])=[CH:4][CH:3]=1.Cl, predict the reaction product.